From a dataset of Reaction yield outcomes from USPTO patents with 853,638 reactions. Predict the reaction yield, written as a fraction of the theoretical maximum amount of product (1.0 means a 100% yield; for example, 0.34 means a 34% yield). (1) The reactants are [Cl:1][C:2]1[CH:3]=[C:4]([C:9]2[N:13]=[C:12]([NH2:14])[NH:11][N:10]=2)[CH:5]=[CH:6][C:7]=1[Cl:8].[NH:15]1[C:19]2[CH:20]=[CH:21][C:22]([C:24](=O)[CH2:25][C:26](OCC)=[O:27])=[CH:23][C:18]=2[N:17]=[N:16]1.CC1C=CC(S(O)(=O)=O)=CC=1. The catalyst is CCCCO. The product is [NH:15]1[C:19]2[CH:20]=[CH:21][C:22]([C:24]3[NH:14][C:12]4[N:11]([N:10]=[C:9]([C:4]5[CH:5]=[CH:6][C:7]([Cl:8])=[C:2]([Cl:1])[CH:3]=5)[N:13]=4)[C:26](=[O:27])[CH:25]=3)=[CH:23][C:18]=2[N:17]=[N:16]1. The yield is 0.400. (2) The reactants are [CH2:1]([N:3]1[C:7]2=[N:8][C:9]([CH2:48][CH3:49])=[C:10]([CH2:19][NH:20][C:21]([C:23]3[CH:28]=[C:27]([CH3:29])[CH:26]=[C:25]([C:30]([NH:32][CH2:33][C:34]4[CH:35]=[C:36]([C:40]5[CH:45]=[CH:44][CH:43]=[C:42]([CH:46]=O)[CH:41]=5)[CH:37]=[CH:38][CH:39]=4)=[O:31])[CH:24]=3)=[O:22])[C:11]([NH:12][CH:13]3[CH2:18][CH2:17][O:16][CH2:15][CH2:14]3)=[C:6]2[CH:5]=[N:4]1)[CH3:2].[CH3:50][C@H:51]1[CH2:56][NH:55][CH2:54][CH2:53][N:52]1C(OC(C)(C)C)=O.C(O)(=O)C.C(O[BH-](OC(=O)C)OC(=O)C)(=O)C. The catalyst is CS(C)=O. The product is [CH2:1]([N:3]1[C:7]2=[N:8][C:9]([CH2:48][CH3:49])=[C:10]([CH2:19][NH:20][C:21]([C:23]3[CH:28]=[C:27]([CH3:29])[CH:26]=[C:25]([C:30]([NH:32][CH2:33][C:34]4[CH:35]=[C:36]([C:40]5[CH:45]=[CH:44][CH:43]=[C:42]([CH2:46][N:55]6[CH2:54][CH2:53][NH:52][C@@H:51]([CH3:50])[CH2:56]6)[CH:41]=5)[CH:37]=[CH:38][CH:39]=4)=[O:31])[CH:24]=3)=[O:22])[C:11]([NH:12][CH:13]3[CH2:14][CH2:15][O:16][CH2:17][CH2:18]3)=[C:6]2[CH:5]=[N:4]1)[CH3:2]. The yield is 0.612. (3) The reactants are C[O:2][C:3](=[O:29])[C:4]1[CH:9]=[CH:8][CH:7]=[CH:6][C:5]=1[NH:10][C:11]([N:13]1[CH2:18][CH2:17][N:16]([C:19]2[CH:28]=[N:27][C:26]3[C:21](=[CH:22][CH:23]=[CH:24][CH:25]=3)[N:20]=2)[CH2:15][CH2:14]1)=[O:12].[N:20]1[C:21]2[C:26](=[CH:25][CH:24]=[CH:23][CH:22]=2)[N:27]=[CH:28][C:19]=1[N:16]1[CH2:17][CH2:18][N:13]([C:11]([NH:10][C:5]2[CH:6]=[CH:7][CH:8]=[CH:9][C:4]=2[C:3]([OH:2])=[O:29])=[O:12])[CH2:14][CH2:15]1.CO.C1COCC1.[Li+].[OH-]. The catalyst is O. The product is [N:20]1[C:21]2[C:26](=[CH:25][CH:24]=[CH:23][CH:22]=2)[N:27]=[CH:28][C:19]=1[N:16]1[CH2:15][CH2:14][N:13]([C:11]([NH:10][C:5]2[CH:6]=[CH:7][CH:8]=[CH:9][C:4]=2[C:3]([OH:29])=[O:2])=[O:12])[CH2:18][CH2:17]1. The yield is 0.530. (4) The reactants are C(OC(=O)[NH:7][C@H:8]([C:17](=[O:27])[NH:18][C:19]1[S:20][CH:21]=[C:22]([C:24](=[O:26])[CH3:25])[N:23]=1)[C@H:9]([C:11]1[CH:16]=[CH:15][CH:14]=[CH:13][CH:12]=1)[CH3:10])(C)(C)C.FC(F)(F)C(O)=O. The catalyst is ClCCl. The product is [C:24]([C:22]1[N:23]=[C:19]([NH:18][C:17](=[O:27])[C@@H:8]([NH2:7])[C@H:9]([C:11]2[CH:12]=[CH:13][CH:14]=[CH:15][CH:16]=2)[CH3:10])[S:20][CH:21]=1)(=[O:26])[CH3:25]. The yield is 0.950. (5) The reactants are [F:1][C:2]1[C:3]([CH:11]=[O:12])=[CH:4][C:5]2[O:9][CH2:8][O:7][C:6]=2[CH:10]=1.[BH4-].[Na+]. The catalyst is CO.CCOC(C)=O. The product is [F:1][C:2]1[C:3]([CH2:11][OH:12])=[CH:4][C:5]2[O:9][CH2:8][O:7][C:6]=2[CH:10]=1. The yield is 0.920. (6) The reactants are C(C1C=C[C:8]([C:11]([CH3:40])([CH2:15][CH2:16][CH2:17][CH2:18][C:19](=[O:39])[CH2:20][CH2:21][CH2:22][CH2:23][C:24]([C:29]2C=CC(CC(C)C)=CC=2)([CH3:28])[C:25]([OH:27])=[O:26])[C:12]([OH:14])=[O:13])=CC=1)C(C)C.[OH-].[K+]. The catalyst is C(O)C.O. The product is [O:39]=[C:19]([CH2:20][CH2:21][CH2:22][CH2:23][C:24]([CH3:29])([CH3:28])[C:25]([OH:27])=[O:26])[CH2:18][CH2:17][CH2:16][CH2:15][C:11]([CH3:8])([CH3:40])[C:12]([OH:14])=[O:13]. The yield is 0.860. (7) The reactants are [Cl:1][C:2]1[CH:3]=[CH:4][C:5]2[N:6]([C:8](I)=[CH:9][N:10]=2)[N:7]=1.[F:12][C:13]([F:24])([F:23])[C:14]1[CH:19]=[CH:18][C:17](B(O)O)=[CH:16][CH:15]=1.[O-]P([O-])([O-])=O.[K+].[K+].[K+]. The catalyst is O1CCOCC1.C1C=CC(P(C2C=CC=CC=2)[C-]2C=CC=C2)=CC=1.C1C=CC(P(C2C=CC=CC=2)[C-]2C=CC=C2)=CC=1.Cl[Pd]Cl.[Fe+2]. The product is [Cl:1][C:2]1[CH:3]=[CH:4][C:5]2[N:6]([C:8]([C:17]3[CH:18]=[CH:19][C:14]([C:13]([F:24])([F:23])[F:12])=[CH:15][CH:16]=3)=[CH:9][N:10]=2)[N:7]=1. The yield is 0.840. (8) The reactants are [CH2:1]([O:4][C:5]1[CH:10]=[C:9]([CH3:11])[CH:8]=[CH:7][C:6]=1[C:12]([C:14]1[C:15]2[CH2:23][CH2:22][CH2:21][CH2:20][C:16]=2[S:17][C:18]=1[NH2:19])=O)[CH:2]=[CH2:3].[O:24]=[C:25]([CH2:31][C:32](=O)[CH3:33])[C:26]([O:28][CH2:29][CH3:30])=[O:27].C([Cl:38])(=O)C. The catalyst is C(O)C. The product is [ClH:38].[CH2:29]([O:28][C:26](=[O:27])[C:25]([C:31]1[C:12]([C:6]2[CH:7]=[CH:8][C:9]([CH3:11])=[CH:10][C:5]=2[O:4][CH2:1][CH:2]=[CH2:3])=[C:14]2[C:15]3[CH2:23][CH2:22][CH2:21][CH2:20][C:16]=3[S:17][C:18]2=[N:19][C:32]=1[CH3:33])=[O:24])[CH3:30]. The yield is 0.860. (9) The reactants are [Br-].C([O:9][C:10]1[CH:15]=[CH:14][C:13]([CH2:16][C@H:17]([NH:38][C:39]([O:41][C:42]([CH3:45])([CH3:44])[CH3:43])=[O:40])[C:18]([O:20][C@@H:21]2[CH:26]3[CH2:27][CH2:28][N+:23](CC(=O)C4C=CC=CC=4)([CH2:24][CH2:25]3)[CH2:22]2)=[O:19])=[CH:12][CH:11]=1)C1C=CC=CC=1. The catalyst is CO.[Pd]. The product is [C:42]([O:41][C:39]([NH:38][C@@H:17]([CH2:16][C:13]1[CH:14]=[CH:15][C:10]([OH:9])=[CH:11][CH:12]=1)[C:18]([O:20][C@@H:21]1[CH:26]2[CH2:27][CH2:28][N:23]([CH2:24][CH2:25]2)[CH2:22]1)=[O:19])=[O:40])([CH3:45])([CH3:43])[CH3:44]. The yield is 0.629. (10) The reactants are [Cl:1][C:2]1[C:3]([F:18])=[C:4]([C:9]2[CH:14]=[CH:13][C:12]([CH2:15][CH2:16][CH3:17])=[CH:11][CH:10]=2)[CH:5]=[CH:6][C:7]=1O.[C:19](=[O:22])([O-])[O-].[K+].[K+].O.[C:26]1([CH3:32])[CH:31]=[CH:30][CH:29]=[CH:28][CH:27]=1. The catalyst is CN(C=O)C. The product is [Cl:1][C:2]1[C:3]([F:18])=[C:4]([C:9]2[CH:14]=[CH:13][C:12]([CH2:15][CH2:16][CH3:17])=[CH:11][CH:10]=2)[CH:5]=[CH:6][C:7]=1[O:22][CH2:19][C@H:29]1[CH2:30][CH2:31][C@H:26]([CH2:32][CH2:3][CH2:2][CH2:7][CH3:6])[CH2:27][CH2:28]1. The yield is 0.895.